This data is from Catalyst prediction with 721,799 reactions and 888 catalyst types from USPTO. The task is: Predict which catalyst facilitates the given reaction. (1) Reactant: O=C1N([C:7](=[O:9])[CH3:8])C2C=CC=CC=2N1C(=O)C.[NH2:17][CH2:18][CH:19]([C:22]1[CH:27]=[CH:26][C:25]([N+:28]([O-:30])=[O:29])=[C:24]([O:31][CH3:32])[CH:23]=1)[CH2:20][OH:21]. Product: [OH:21][CH2:20][CH:19]([C:22]1[CH:27]=[CH:26][C:25]([N+:28]([O-:30])=[O:29])=[C:24]([O:31][CH3:32])[CH:23]=1)[CH2:18][NH:17][C:7](=[O:9])[CH3:8]. The catalyst class is: 1. (2) Reactant: [Br:1][C:2]1[S:6](=[O:8])(=[O:7])[C:5]2[CH:9]=[C:10]([O:13][CH3:14])[CH:11]=[CH:12][C:4]=2[C:3]=1Br.[Br:16][C:17]1[CH:22]=[CH:21][C:20]([OH:23])=[CH:19][CH:18]=1.C([O-])([O-])=O.[Cs+].[Cs+]. Product: [Br:1][C:2]1[S:6](=[O:8])(=[O:7])[C:5]2[CH:9]=[C:10]([O:13][CH3:14])[CH:11]=[CH:12][C:4]=2[C:3]=1[O:23][C:20]1[CH:21]=[CH:22][C:17]([Br:16])=[CH:18][CH:19]=1. The catalyst class is: 1. (3) Reactant: [C:1]([C:3]1[CH:19]=[CH:18][C:6]([O:7][CH2:8][C:9]2[CH:17]=[CH:16][CH:15]=[CH:14][C:10]=2[C:11](O)=[O:12])=[C:5]([F:20])[CH:4]=1)#[N:2].C(Cl)(=O)C([Cl:24])=O.CN(C)C=O. Product: [C:1]([C:3]1[CH:19]=[CH:18][C:6]([O:7][CH2:8][C:9]2[CH:17]=[CH:16][CH:15]=[CH:14][C:10]=2[C:11]([Cl:24])=[O:12])=[C:5]([F:20])[CH:4]=1)#[N:2]. The catalyst class is: 4.